This data is from Catalyst prediction with 721,799 reactions and 888 catalyst types from USPTO. The task is: Predict which catalyst facilitates the given reaction. (1) Reactant: [Cl:1][C:2]1[N:9]=[C:8](Cl)[CH:7]=[CH:6][C:3]=1[C:4]#[N:5].[CH:11]1([NH2:14])[CH2:13][CH2:12]1. Product: [Cl:1][C:2]1[N:9]=[C:8]([NH:14][CH:11]2[CH2:13][CH2:12]2)[CH:7]=[CH:6][C:3]=1[C:4]#[N:5]. The catalyst class is: 47. (2) Reactant: [CH3:1][N:2]1[C:6]2[CH:7]=[C:8](B3OC(C)(C)C(C)(C)O3)[CH:9]=[CH:10][C:5]=2[O:4][C:3]1=[O:20].Br[C:22]1[CH:23]=[C:24]([CH:28]([CH:35]2[CH2:37][CH2:36]2)[NH:29][S:30]([CH2:33][CH3:34])(=[O:32])=[O:31])[CH:25]=[N:26][CH:27]=1.C(Cl)Cl.C([O-])([O-])=O.[Na+].[Na+]. The catalyst class is: 151. Product: [CH:35]1([CH:28]([C:24]2[CH:25]=[N:26][CH:27]=[C:22]([C:8]3[CH:9]=[CH:10][C:5]4[O:4][C:3](=[O:20])[N:2]([CH3:1])[C:6]=4[CH:7]=3)[CH:23]=2)[NH:29][S:30]([CH2:33][CH3:34])(=[O:32])=[O:31])[CH2:37][CH2:36]1. (3) Reactant: [CH2:1]([O:8][C:9]1[CH:15]=[CH:14][C:12]([NH2:13])=[CH:11][CH:10]=1)[C:2]1[CH:7]=[CH:6][CH:5]=[CH:4][CH:3]=1.Cl[C:17]1[C:22]([N+:23]([O-])=O)=[CH:21][C:20]([F:26])=[CH:19][N:18]=1.C([O-])([O-])=O.[K+].[K+].O. The catalyst class is: 3. Product: [CH2:1]([O:8][C:9]1[CH:10]=[CH:11][C:12]([NH:13][C:17]2[C:22]([NH2:23])=[CH:21][C:20]([F:26])=[CH:19][N:18]=2)=[CH:14][CH:15]=1)[C:2]1[CH:3]=[CH:4][CH:5]=[CH:6][CH:7]=1. (4) Reactant: C(N(CC)CC)C.[CH3:8][OH:9].[CH3:10][S:11][C:12](=S)[C:13]([NH:15][C:16]1[CH:21]=[CH:20][CH:19]=[CH:18][CH:17]=1)=[O:14].Cl.[NH2:24]O. Product: [C:16]1([NH:15][C:13]([C:12]2[S:11][CH2:10][CH2:8][O:9][N:24]=2)=[O:14])[CH:21]=[CH:20][CH:19]=[CH:18][CH:17]=1. The catalyst class is: 621.